This data is from Forward reaction prediction with 1.9M reactions from USPTO patents (1976-2016). The task is: Predict the product of the given reaction. Given the reactants [NH2:1][C:2]([NH2:4])=[O:3].[F:5][C:6]([F:17])([F:16])[C:7](=O)[CH:8](Cl)[C:9]([O:11][CH2:12][CH3:13])=[O:10], predict the reaction product. The product is: [NH2:1][C:2]1[O:3][C:8]([C:9]([O:11][CH2:12][CH3:13])=[O:10])=[C:7]([C:6]([F:5])([F:17])[F:16])[N:4]=1.